From a dataset of Reaction yield outcomes from USPTO patents with 853,638 reactions. Predict the reaction yield, written as a fraction of the theoretical maximum amount of product (1.0 means a 100% yield; for example, 0.34 means a 34% yield). The reactants are [CH:1]([C:3]1[N:7]2[C:8](=[O:23])[CH:9]=[C:10]([CH2:12][N:13]([CH2:21][CH3:22])[C:14]3[CH:19]=[CH:18][C:17]([F:20])=[CH:16][CH:15]=3)[N:11]=[C:6]2[S:5][C:4]=1[CH3:24])=[CH2:2]. The catalyst is CO.[Pd]. The product is [CH2:1]([C:3]1[N:7]2[C:8](=[O:23])[CH:9]=[C:10]([CH2:12][N:13]([CH2:21][CH3:22])[C:14]3[CH:15]=[CH:16][C:17]([F:20])=[CH:18][CH:19]=3)[N:11]=[C:6]2[S:5][C:4]=1[CH3:24])[CH3:2]. The yield is 0.600.